Task: Predict the product of the given reaction.. Dataset: Forward reaction prediction with 1.9M reactions from USPTO patents (1976-2016) (1) Given the reactants [F:1][C:2]1[CH:20]=[C:19]([F:21])[CH:18]=[CH:17][C:3]=1[CH2:4][N:5]1[C:9]2=[CH:10][N:11]=[C:12]([C:14](O)=[O:15])[CH:13]=[C:8]2[CH:7]=[CH:6]1.Cl.[CH3:23][O:24][NH2:25], predict the reaction product. The product is: [F:1][C:2]1[CH:20]=[C:19]([F:21])[CH:18]=[CH:17][C:3]=1[CH2:4][N:5]1[C:9]2=[CH:10][N:11]=[C:12]([C:14]([NH:25][O:24][CH3:23])=[O:15])[CH:13]=[C:8]2[CH:7]=[CH:6]1. (2) Given the reactants C1N=CN([C:6](N2C=NC=C2)=[O:7])C=1.[CH3:13][O:14][C:15]([C@H:17]1[CH2:22][CH2:21][C@H:20]([CH2:23][NH:24][C:25]2[CH:30]=[C:29]([O:31][CH:32]3[CH2:37][CH2:36][CH2:35][CH2:34][O:33]3)[CH:28]=[CH:27][C:26]=2[NH2:38])[CH2:19][CH2:18]1)=[O:16], predict the reaction product. The product is: [CH3:13][O:14][C:15]([C@H:17]1[CH2:18][CH2:19][C@H:20]([CH2:23][N:24]2[C:25]3[CH:30]=[C:29]([O:31][CH:32]4[CH2:37][CH2:36][CH2:35][CH2:34][O:33]4)[CH:28]=[CH:27][C:26]=3[NH:38][C:6]2=[O:7])[CH2:21][CH2:22]1)=[O:16]. (3) Given the reactants ClC(Cl)(OC(=O)OC(Cl)(Cl)Cl)Cl.OC(C(F)(F)F)=O.[NH2:20][C@H:21]([CH2:41][C:42]1[CH:47]=[CH:46][C:45]([Cl:48])=[CH:44][CH:43]=1)[C:22]([N:24]1[CH2:29][CH2:28][N:27]([C:30]2[CH:35]=[CH:34][CH:33]=[CH:32][C:31]=2[NH:36][S:37]([CH3:40])(=[O:39])=[O:38])[CH2:26][CH2:25]1)=[O:23].CCN(C(C)C)C(C)C.C([O:62][C:63](=O)[NH:64][CH2:65][CH2:66][CH2:67][NH2:68])(C)(C)C, predict the reaction product. The product is: [Cl:48][C:45]1[CH:44]=[CH:43][C:42]([CH2:41][C@@H:21]([NH:20][C:63]([NH:64][CH2:65][CH2:66][CH2:67][NH2:68])=[O:62])[C:22]([N:24]2[CH2:25][CH2:26][N:27]([C:30]3[CH:35]=[CH:34][CH:33]=[CH:32][C:31]=3[NH:36][S:37]([CH3:40])(=[O:38])=[O:39])[CH2:28][CH2:29]2)=[O:23])=[CH:47][CH:46]=1. (4) Given the reactants [CH3:1][O:2][C:3]1[CH:8]=[CH:7][C:6]([C:9]2[CH:13]=[C:12]([CH:14]=[O:15])[N:11]([CH3:16])[N:10]=2)=[CH:5][CH:4]=1.[CH3:17][C:18]1[C:22](B(O)O)=[C:21]([CH3:26])[O:20][N:19]=1.C([O-])([O-])=O.[K+].[K+], predict the reaction product. The product is: [CH3:17][C:18]1[C:22]([C:13]2[C:9]([C:6]3[CH:5]=[CH:4][C:3]([O:2][CH3:1])=[CH:8][CH:7]=3)=[N:10][N:11]([CH3:16])[C:12]=2[CH:14]=[O:15])=[C:21]([CH3:26])[O:20][N:19]=1. (5) The product is: [F:18][C:12]1[C:13]([F:17])=[CH:14][CH:15]=[CH:16][C:11]=1[NH:10][C:8](=[O:9])[CH2:7][N:5]1[CH:6]=[C:2]([N:74]=[C:61]([C:62]2[CH:67]=[CH:66][CH:65]=[CH:64][CH:63]=2)[C:68]2[CH:73]=[CH:72][CH:71]=[CH:70][CH:69]=2)[CH:3]=[N:4]1. Given the reactants Br[C:2]1[CH:3]=[N:4][N:5]([CH2:7][C:8]([NH:10][C:11]2[CH:16]=[CH:15][CH:14]=[C:13]([F:17])[C:12]=2[F:18])=[O:9])[CH:6]=1.CC1(C)C2C=CC=C(P(C3C=CC=CC=3)C3C=CC=CC=3)C=2OC2C1=CC=CC=2P(C1C=CC=CC=1)C1C=CC=CC=1.[C:61](=[NH:74])([C:68]1[CH:73]=[CH:72][CH:71]=[CH:70][CH:69]=1)[C:62]1[CH:67]=[CH:66][CH:65]=[CH:64][CH:63]=1.CC(C)([O-])C.[Na+], predict the reaction product. (6) The product is: [CH2:46]([O:48][C:49](=[O:57])[CH2:50][N:51]1[CH2:56][CH2:55][N:54]([C:33](=[O:35])[CH2:32][N:26]2[CH2:25][C:24]3[C:28](=[CH:29][CH:30]=[C:22]([C:19]4[N:18]=[C:17]([CH3:16])[O:21][N:20]=4)[CH:23]=3)[C:27]2=[O:31])[CH2:53][CH2:52]1)[CH3:47]. Given the reactants C1CCC(N=C=NC2CCCCC2)CC1.[CH3:16][C:17]1[O:21][N:20]=[C:19]([C:22]2[CH:23]=[C:24]3[C:28](=[CH:29][CH:30]=2)[C:27](=[O:31])[N:26]([CH2:32][C:33]([OH:35])=O)[CH2:25]3)[N:18]=1.ON1C2C=CC=CC=2N=N1.[CH2:46]([O:48][C:49](=[O:57])[CH2:50][N:51]1[CH2:56][CH2:55][NH:54][CH2:53][CH2:52]1)[CH3:47], predict the reaction product.